Dataset: Peptide-MHC class II binding affinity with 134,281 pairs from IEDB. Task: Regression. Given a peptide amino acid sequence and an MHC pseudo amino acid sequence, predict their binding affinity value. This is MHC class II binding data. (1) The peptide sequence is ADLRELCLNYIEQDE. The MHC is DRB1_0101 with pseudo-sequence DRB1_0101. The binding affinity (normalized) is 0.245. (2) The peptide sequence is ALRVIAGALEVHAVK. The MHC is DRB1_1302 with pseudo-sequence DRB1_1302. The binding affinity (normalized) is 0.511. (3) The peptide sequence is EAKYFAATQFEPLAA. The MHC is HLA-DPA10201-DPB10101 with pseudo-sequence HLA-DPA10201-DPB10101. The binding affinity (normalized) is 0.915. (4) The peptide sequence is LKDEAYFAANAAAQA. The MHC is DRB1_0901 with pseudo-sequence DRB1_0901. The binding affinity (normalized) is 0.770. (5) The peptide sequence is DPDKDVDIMVRDGQL. The MHC is HLA-DQA10102-DQB10602 with pseudo-sequence HLA-DQA10102-DQB10602. The binding affinity (normalized) is 0.396. (6) The peptide sequence is GTLVKTITNDQIEVT. The MHC is DRB4_0101 with pseudo-sequence DRB4_0103. The binding affinity (normalized) is 0.455.